From a dataset of Forward reaction prediction with 1.9M reactions from USPTO patents (1976-2016). Predict the product of the given reaction. (1) The product is: [C:55]([O:59][C:36]([NH:33][C:25]1[CH:29]=[C:21]([C:10]2[C:11]3[N:12]([C:16]([CH2:19][CH3:20])=[CH:17][CH:18]=3)[N:13]=[C:14]([CH3:15])[C:9]=2[CH2:8][CH2:7][CH2:6][CH2:5][C:4]([O:3][CH2:1][CH3:2])=[O:30])[CH:22]=[N:23][CH:24]=1)=[O:45])([CH3:58])([CH3:57])[CH3:56]. Given the reactants [CH2:1]([O:3][C:4](=[O:30])[CH2:5][CH2:6][CH2:7][CH2:8][C:9]1[C:14]([CH3:15])=[N:13][N:12]2[C:16]([CH2:19][CH3:20])=[CH:17][CH:18]=[C:11]2[C:10]=1[C:21]1[CH:22]=[N:23][CH:24]=[C:25]([CH:29]=1)C(O)=O)[CH3:2].C([N:33]([CH2:36]C)CC)C.C1(P(N=[N+]=[N-])(C2C=CC=CC=2)=[O:45])C=CC=CC=1.[C:55]([OH:59])([CH3:58])([CH3:57])[CH3:56], predict the reaction product. (2) Given the reactants Cl[SiH:2]1[N:6]([C:7]([CH3:10])([CH3:9])[CH3:8])[CH:5]=[CH:4][N:3]1[C:11]([CH3:14])([CH3:13])[CH3:12].[CH:15]([NH2:19])([CH2:17][CH3:18])[CH3:16], predict the reaction product. The product is: [CH:15]([NH:19][SiH:2]1[N:6]([C:7]([CH3:10])([CH3:9])[CH3:8])[CH:5]=[CH:4][N:3]1[C:11]([CH3:14])([CH3:13])[CH3:12])([CH2:17][CH3:18])[CH3:16]. (3) The product is: [Cl:1][C:2]1[CH:3]=[CH:4][C:5]2[C:11]3[N:28]=[C:27]([NH:26][C:22]4[CH:23]=[CH:24][CH:25]=[C:20]([Cl:19])[CH:21]=4)[N:29]=[CH:13][C:10]=3[CH2:9][C:8](=[O:17])[NH:7][C:6]=2[CH:18]=1. Given the reactants [Cl:1][C:2]1[CH:3]=[CH:4][C:5]2[C:11](=O)[C:10](=[CH:13]N(C)C)[CH2:9][C:8](=[O:17])[NH:7][C:6]=2[CH:18]=1.[Cl:19][C:20]1[CH:21]=[C:22]([NH:26][C:27]([NH2:29])=[NH:28])[CH:23]=[CH:24][CH:25]=1, predict the reaction product. (4) Given the reactants [Cl:1][C:2]1[CH:10]=[C:9]([C:11]#[C:12][Si](C)(C)C)[C:5]2[O:6][CH2:7][O:8][C:4]=2[C:3]=1[NH2:17].C(=O)([O-])[O-].[K+].[K+], predict the reaction product. The product is: [Cl:1][C:2]1[CH:10]=[C:9]([C:11]#[CH:12])[C:5]2[O:6][CH2:7][O:8][C:4]=2[C:3]=1[NH2:17].